This data is from Full USPTO retrosynthesis dataset with 1.9M reactions from patents (1976-2016). The task is: Predict the reactants needed to synthesize the given product. (1) Given the product [CH3:21][O:20][CH2:19][CH2:18][NH:17][C:15]1[CH:14]=[CH:13][C:11]2[NH:12][C:8]([C:5]3[CH:4]=[C:3]([NH2:22])[C:2]([NH2:1])=[CH:7][CH:6]=3)=[N:9][C:10]=2[CH:16]=1, predict the reactants needed to synthesize it. The reactants are: [NH2:1][C:2]1[CH:7]=[CH:6][C:5]([C:8]2[NH:12][C:11]3[CH:13]=[CH:14][C:15]([NH:17][CH2:18][CH2:19][O:20][CH3:21])=[CH:16][C:10]=3[N:9]=2)=[CH:4][C:3]=1[N+:22]([O-])=O. (2) Given the product [Si:29]([O:28][C@@H:24]1[C@@H:25]([CH3:27])[CH2:26][N:21]([C:20]2[CH:19]=[CH:18][N:17]=[CH:16][C:15]=2[NH:14][C:12]([C:8]2[CH:7]=[CH:6][C:5]3[C:10](=[CH:11][C:2]([CH:52]=[CH2:53])=[CH:3][CH:4]=3)[N:9]=2)=[O:13])[CH2:22][C@H:23]1[NH:36][C:37](=[O:43])[O:38][C:39]([CH3:40])([CH3:41])[CH3:42])([C:32]([CH3:35])([CH3:33])[CH3:34])([CH3:30])[CH3:31], predict the reactants needed to synthesize it. The reactants are: Br[C:2]1[CH:11]=[C:10]2[C:5]([CH:6]=[CH:7][C:8]([C:12]([NH:14][C:15]3[CH:16]=[N:17][CH:18]=[CH:19][C:20]=3[N:21]3[CH2:26][C@H:25]([CH3:27])[C@@H:24]([O:28][Si:29]([C:32]([CH3:35])([CH3:34])[CH3:33])([CH3:31])[CH3:30])[C@H:23]([NH:36][C:37](=[O:43])[O:38][C:39]([CH3:42])([CH3:41])[CH3:40])[CH2:22]3)=[O:13])=[N:9]2)=[CH:4][CH:3]=1.[O-]P([O-])([O-])=O.[K+].[K+].[K+].[CH3:52][C:53]1(C)C(C)(C)OB(C=C)O1.